The task is: Predict which catalyst facilitates the given reaction.. This data is from Catalyst prediction with 721,799 reactions and 888 catalyst types from USPTO. (1) Reactant: [CH3:1][C:2]1([CH3:19])[O:7][CH:6]([C:8]2[CH:17]=[CH:16][C:11]([C:12]([O:14][CH3:15])=[O:13])=[CH:10][CH:9]=2)[CH2:5][C:4](=O)[CH2:3]1.Cl.[CH3:21][O:22][NH2:23]. Product: [CH3:21][O:22][N:23]=[C:4]1[CH2:3][C:2]([CH3:19])([CH3:1])[O:7][CH:6]([C:8]2[CH:17]=[CH:16][C:11]([C:12]([O:14][CH3:15])=[O:13])=[CH:10][CH:9]=2)[CH2:5]1. The catalyst class is: 17. (2) Reactant: Br[C:2]1[CH:9]=[C:8]([F:10])[C:5]([C:6]#[N:7])=[C:4]([F:11])[CH:3]=1.[CH:12](C1C=CC(C#N)=C(OC)C=1C)=[CH2:13]. Product: [F:10][C:8]1[CH:9]=[C:2]([CH:12]=[CH2:13])[CH:3]=[C:4]([F:11])[C:5]=1[C:6]#[N:7]. The catalyst class is: 140.